Task: Predict which catalyst facilitates the given reaction.. Dataset: Catalyst prediction with 721,799 reactions and 888 catalyst types from USPTO Reactant: [S:1]1[CH:5]=[CH:4][C:3]2[CH:6]=[C:7]([CH2:10][S:11]([CH2:14][C@@H:15]([N:24]([OH:27])[CH:25]=[O:26])[C:16]3[CH:21]=[CH:20][C:19]([O:22][CH3:23])=[CH:18][CH:17]=3)(=[O:13])=[O:12])[CH:8]=[CH:9][C:2]1=2.C(OC(=O)C)(=O)C.S1C=CC2C=C(CS(C[C@@H](NO)C3C=CC(OC)=CC=3)(=O)=O)C=CC1=2. Product: [S:1]1[CH:5]=[CH:4][C:3]2[CH:6]=[C:7]([CH2:10][S:11]([CH2:14][C@@H:15]([N:24]([OH:27])[CH:25]=[O:26])[C:16]3[CH:21]=[CH:20][C:19]([O:22][CH3:23])=[CH:18][CH:17]=3)(=[O:13])=[O:12])[CH:8]=[CH:9][C:2]1=2. The catalyst class is: 106.